Dataset: Forward reaction prediction with 1.9M reactions from USPTO patents (1976-2016). Task: Predict the product of the given reaction. (1) Given the reactants [CH3:1][C:2]1[CH:3]=[C:4]([CH:9]=[C:10]([CH3:26])[C:11]=1[CH2:12][C:13]1[CH:18]=[CH:17][C:16]([O:19][CH2:20][O:21][CH3:22])=[C:15]([CH:23]([CH3:25])[CH3:24])[CH:14]=1)[C:5](OC)=[O:6].CC(C[AlH]CC(C)C)C, predict the reaction product. The product is: [CH3:1][C:2]1[CH:3]=[C:4]([CH:9]=[C:10]([CH3:26])[C:11]=1[CH2:12][C:13]1[CH:18]=[CH:17][C:16]([O:19][CH2:20][O:21][CH3:22])=[C:15]([CH:23]([CH3:24])[CH3:25])[CH:14]=1)[CH2:5][OH:6]. (2) The product is: [CH2:23]([C:8]1[C:9]2[C:14](=[CH:13][C:12]([OH:15])=[CH:11][CH:10]=2)[NH:6][CH:7]=1)[CH2:24][CH3:25]. Given the reactants C([Si](C)(C)[N:6]1[C:14]2[C:9](=[CH:10][CH:11]=[C:12]([O:15][Si](C(C)(C)C)(C)C)[CH:13]=2)[C:8]([CH2:23][CH2:24][CH3:25])=[CH:7]1)(C)(C)C.O.[F-].C([N+](CCCC)(CCCC)CCCC)CCC, predict the reaction product.